From a dataset of Forward reaction prediction with 1.9M reactions from USPTO patents (1976-2016). Predict the product of the given reaction. (1) Given the reactants [NH2:1][C:2]1[C:11]2[N:12]=[C:13]([CH2:26][O:27]CC)[N:14]([CH2:15][C:16]([NH:19][C:20]([NH:22][CH:23]([CH3:25])[CH3:24])=[O:21])([CH3:18])[CH3:17])[C:10]=2[C:9]2[CH:8]=[CH:7][CH:6]=[CH:5][C:4]=2[N:3]=1.B(Br)(Br)Br.[OH-].[Na+], predict the reaction product. The product is: [NH2:1][C:2]1[C:11]2[N:12]=[C:13]([CH2:26][OH:27])[N:14]([CH2:15][C:16]([NH:19][C:20]([NH:22][CH:23]([CH3:24])[CH3:25])=[O:21])([CH3:18])[CH3:17])[C:10]=2[C:9]2[CH:8]=[CH:7][CH:6]=[CH:5][C:4]=2[N:3]=1. (2) Given the reactants [CH2:1]([NH:3][C:4]1[C:9]([C:10](OCC)=[O:11])=[CH:8][N:7]=[C:6]([S:15][CH3:16])[N:5]=1)[CH3:2].[H-].[H-].[H-].[H-].[Li+].[Al+3].N#N, predict the reaction product. The product is: [CH2:1]([NH:3][C:4]1[C:9]([CH2:10][OH:11])=[CH:8][N:7]=[C:6]([S:15][CH3:16])[N:5]=1)[CH3:2].